From a dataset of Forward reaction prediction with 1.9M reactions from USPTO patents (1976-2016). Predict the product of the given reaction. (1) Given the reactants [O:1]1[C:5]([C:6]2[CH:11]=[CH:10][C:9]([NH:12][C:13]3[N:14]=[C:15]([N:23]([C:27]4[CH:32]=[CH:31][CH:30]=[CH:29][CH:28]=4)[CH2:24][CH2:25][OH:26])[C:16]4[CH2:22][NH:21][CH2:20][CH2:19][C:17]=4[N:18]=3)=[CH:8][CH:7]=2)=[CH:4][N:3]=[CH:2]1.C(N(CC)CC)C.[CH3:40][N:41]([CH3:45])[C:42](Cl)=[O:43], predict the reaction product. The product is: [OH:26][CH2:25][CH2:24][N:23]([C:27]1[CH:28]=[CH:29][CH:30]=[CH:31][CH:32]=1)[C:15]1[C:16]2[CH2:22][N:21]([C:42]([N:41]([CH3:45])[CH3:40])=[O:43])[CH2:20][CH2:19][C:17]=2[N:18]=[C:13]([NH:12][C:9]2[CH:10]=[CH:11][C:6]([C:5]3[O:1][CH:2]=[N:3][CH:4]=3)=[CH:7][CH:8]=2)[N:14]=1. (2) Given the reactants [CH3:1][O:2][C:3]1[CH:8]=[CH:7][C:6]([C:9]2[C:13]3[C:14](=[O:18])[CH2:15][CH2:16][CH2:17][C:12]=3[O:11][C:10]=2[C:19]2[CH:24]=[CH:23][CH:22]=[CH:21][CH:20]=2)=[CH:5][CH:4]=1.[Br-:25].[Br-].[Br-].C1([N+](C)(C)C)C=CC=CC=1.C1([N+](C)(C)C)C=CC=CC=1.C1([N+](C)(C)C)C=CC=CC=1, predict the reaction product. The product is: [Br:25][CH:15]1[C:14](=[O:18])[C:13]2[C:9]([C:6]3[CH:5]=[CH:4][C:3]([O:2][CH3:1])=[CH:8][CH:7]=3)=[C:10]([C:19]3[CH:24]=[CH:23][CH:22]=[CH:21][CH:20]=3)[O:11][C:12]=2[CH2:17][CH2:16]1. (3) The product is: [F:1][C:2]1[CH:3]=[CH:4][C:5]([N:8]2[C:12]([CH3:13])=[CH:11][C:10]([C:14]([NH:25][CH2:24][C:23]3[CH:26]=[CH:27][C:20]([C:19](=[N:42][OH:43])[NH2:18])=[CH:21][CH:22]=3)=[O:16])=[C:9]2[CH3:17])=[CH:6][CH:7]=1. Given the reactants [F:1][C:2]1[CH:7]=[CH:6][C:5]([N:8]2[C:12]([CH3:13])=[CH:11][C:10]([C:14]([OH:16])=O)=[C:9]2[CH3:17])=[CH:4][CH:3]=1.[NH2:18][CH2:19][C:20]1[CH:27]=[CH:26][C:23]([C:24]#[N:25])=[CH:22][CH:21]=1.C(Cl)(=O)C(Cl)=O.C(N(CC)CC)C.Cl.[NH2:42][OH:43], predict the reaction product. (4) The product is: [CH2:21]([N:24]([CH2:25][CH3:26])[C:18]([C:9]1[CH:10]=[CH:11][C:12]2[C:13](=[O:17])[C:14]3[C:5]([O:6][C:7]=2[CH:8]=1)=[CH:4][C:3]([O:2][CH3:1])=[CH:16][CH:15]=3)=[O:19])[CH3:22]. Given the reactants [CH3:1][O:2][C:3]1[CH:4]=[C:5]2[C:14](=[CH:15][CH:16]=1)[C:13](=[O:17])[C:12]1[CH:11]=[CH:10][C:9]([C:18](O)=[O:19])=[CH:8][C:7]=1[O:6]2.[CH:21]([N:24](CC)[CH:25](C)[CH3:26])(C)[CH3:22].C(NCC)C, predict the reaction product. (5) Given the reactants FC1C=C2C(C3(CCCC3)C(=O)N2C([NH:13][CH2:14][CH:15]2[CH2:20][CH2:19][N:18]([CH2:21][C:22]3([C:28]([OH:30])=[O:29])[CH2:27][CH2:26][O:25][CH2:24][CH2:23]3)[CH2:17][CH2:16]2)=O)=CC=1.O.[C:37]1([CH3:47])[CH:42]=[CH:41][C:40]([S:43]([OH:46])(=[O:45])=[O:44])=[CH:39][CH:38]=1.C(N(CC)CC)C, predict the reaction product. The product is: [CH3:47][C:37]1[CH:38]=[CH:39][C:40]([S:43]([OH:46])(=[O:45])=[O:44])=[CH:41][CH:42]=1.[NH2:13][CH2:14][CH:15]1[CH2:20][CH2:19][N:18]([CH2:21][C:22]2([C:28]([OH:30])=[O:29])[CH2:27][CH2:26][O:25][CH2:24][CH2:23]2)[CH2:17][CH2:16]1.